This data is from Full USPTO retrosynthesis dataset with 1.9M reactions from patents (1976-2016). The task is: Predict the reactants needed to synthesize the given product. (1) Given the product [N+:12]([C:3]1[CH:4]=[N:5][C:6]2[C:11]([C:2]=1[NH:16][CH2:17][CH2:18][CH2:19][C:20]([O:22][CH2:23][CH3:24])=[O:21])=[N:10][CH:9]=[CH:8][CH:7]=2)([O-:14])=[O:13], predict the reactants needed to synthesize it. The reactants are: Cl[C:2]1[C:11]2[C:6](=[CH:7][CH:8]=[CH:9][N:10]=2)[N:5]=[CH:4][C:3]=1[N+:12]([O-:14])=[O:13].Cl.[NH2:16][CH2:17][CH2:18][CH2:19][C:20]([O:22][CH2:23][CH3:24])=[O:21].C(N(CC)CC)C. (2) Given the product [C:30]([O:34][C:35](=[O:41])[C@@H:36]([NH:40][C:27]([C@H:9]1[C@H:8]([C:4]2[CH:5]=[CH:6][CH:7]=[C:2]([Cl:1])[CH:3]=2)[C@:12]([C:15]2[CH:16]=[CH:17][C:18]([Cl:21])=[CH:19][CH:20]=2)([C:13]#[N:14])[C@H:11]([CH2:22][C:23]([CH3:24])([CH3:25])[CH3:26])[NH:10]1)=[O:28])[CH:37]([CH3:38])[CH3:39])([CH3:32])([CH3:31])[CH3:33], predict the reactants needed to synthesize it. The reactants are: [Cl:1][C:2]1[CH:3]=[C:4]([CH:8]2[C:12]([C:15]3[CH:20]=[CH:19][C:18]([Cl:21])=[CH:17][CH:16]=3)([C:13]#[N:14])[CH:11]([CH2:22][C:23]([CH3:26])([CH3:25])[CH3:24])[NH:10][CH:9]2[C:27](O)=[O:28])[CH:5]=[CH:6][CH:7]=1.[C:30]([O:34][C:35](=[O:41])[C@@H:36]([NH2:40])[CH:37]([CH3:39])[CH3:38])([CH3:33])([CH3:32])[CH3:31].CN(C(ON1N=NC2C=CC=NC1=2)=[N+](C)C)C.F[P-](F)(F)(F)(F)F.CCN(C(C)C)C(C)C. (3) The reactants are: Br[C:2]1[C:10]2[C:5](=[C:6]3[C:13]([C:14]#[N:15])=[CH:12][N:11]([CH2:16][O:17][CH2:18][CH2:19][Si:20]([CH3:23])([CH3:22])[CH3:21])[C:7]3=[N:8][CH:9]=2)[N:4]([C@@H:24]2[C@H:29]([CH3:30])[CH2:28][CH2:27][N:26]([C:31]([O:33][C:34]([CH3:37])([CH3:36])[CH3:35])=[O:32])[CH2:25]2)[CH:3]=1.[N:38]1[CH:43]=[CH:42][C:41](B(O)O)=[CH:40][CH:39]=1.O1CCOCC1.C(=O)([O-])[O-].[Na+].[Na+]. Given the product [C:14]([C:13]1[C:6]2[C:7](=[N:8][CH:9]=[C:10]3[C:2]([C:41]4[CH:42]=[CH:43][N:38]=[CH:39][CH:40]=4)=[CH:3][N:4]([C@@H:24]4[C@H:29]([CH3:30])[CH2:28][CH2:27][N:26]([C:31]([O:33][C:34]([CH3:37])([CH3:35])[CH3:36])=[O:32])[CH2:25]4)[C:5]3=2)[N:11]([CH2:16][O:17][CH2:18][CH2:19][Si:20]([CH3:21])([CH3:23])[CH3:22])[CH:12]=1)#[N:15], predict the reactants needed to synthesize it. (4) Given the product [CH:47]([NH:50][C:28]1[N:29]=[C:30]([C:2]2[N:6]3[CH:7]=[CH:8][N:9]=[C:10]([NH:25][CH:22]4[CH2:21][CH2:20][NH:19][CH2:24][CH2:23]4)[C:5]3=[N:4][CH:3]=2)[CH:31]=[CH:32][N:33]=1)([CH3:49])[CH3:48], predict the reactants needed to synthesize it. The reactants are: Br[C:2]1[N:6]2[CH:7]=[CH:8][N:9]=[C:10](Cl)[C:5]2=[N:4][CH:3]=1.C(OC([N:19]1[CH2:24][CH2:23][CH:22]([NH2:25])[CH2:21][CH2:20]1)=O)(C)(C)C.CS[C:28]1[N:33]=[C:32]([Sn](CCCC)(CCCC)CCCC)[CH:31]=[CH:30][N:29]=1.[CH:47]([NH2:50])([CH3:49])[CH3:48]. (5) The reactants are: [C:1]([O:5][C:6]([NH:8][C@H:9]([C:12]([OH:14])=O)[CH2:10][OH:11])=[O:7])([CH3:4])([CH3:3])[CH3:2].C(N(CC)CC)C.P(C#N)(=O)(OCC)OCC.[NH2:32][CH2:33][CH2:34][N:35]1[C:44]2[C:39](=[C:40]([F:49])[CH:41]=[CH:42][C:43]=2[O:45][CH2:46][CH2:47][CH3:48])[C:38](=[O:50])[C:37]([C:51]2[CH:56]=[CH:55][C:54]([O:57][CH3:58])=[CH:53][CH:52]=2)=[CH:36]1. Given the product [F:49][C:40]1[CH:41]=[CH:42][C:43]([O:45][CH2:46][CH2:47][CH3:48])=[C:44]2[C:39]=1[C:38](=[O:50])[C:37]([C:51]1[CH:52]=[CH:53][C:54]([O:57][CH3:58])=[CH:55][CH:56]=1)=[CH:36][N:35]2[CH2:34][CH2:33][NH:32][C:12]([C@@H:9]([NH:8][C:6](=[O:7])[O:5][C:1]([CH3:2])([CH3:3])[CH3:4])[CH2:10][OH:11])=[O:14], predict the reactants needed to synthesize it. (6) Given the product [F:16][C:15]([F:18])([F:17])[CH2:14][O:13][CH:11]1[CH2:12][CH:9]([O:8][C:6]2[CH:5]=[CH:4][N:3]=[C:2]([CH2:26][C:25]([O:24][C:20]([CH3:23])([CH3:22])[CH3:21])=[O:28])[CH:7]=2)[CH2:10]1, predict the reactants needed to synthesize it. The reactants are: Cl[C:2]1[CH:7]=[C:6]([O:8][CH:9]2[CH2:12][CH:11]([O:13][CH2:14][C:15]([F:18])([F:17])[F:16])[CH2:10]2)[CH:5]=[CH:4][N:3]=1.[Cl-].[C:20]([O:24][C:25](=[O:28])[CH2:26][Zn+])([CH3:23])([CH3:22])[CH3:21].C1COCC1.[NH4+].[Cl-]. (7) Given the product [CH:21]1([C:19]([N:16]2[CH2:17][CH2:18][C@@H:14]([CH2:13][N:12]3[C:11]([CH3:24])=[N:10][N:9]=[C:8]3[C:5]3[CH:6]=[CH:7][C:2]([C:29]4[CH:28]=[CH:27][C:26]([Cl:25])=[CH:31][C:30]=4[Cl:32])=[CH:3][CH:4]=3)[CH2:15]2)=[O:20])[CH2:23][CH2:22]1, predict the reactants needed to synthesize it. The reactants are: Br[C:2]1[CH:7]=[CH:6][C:5]([C:8]2[N:12]([CH2:13][C@@H:14]3[CH2:18][CH2:17][N:16]([C:19]([CH:21]4[CH2:23][CH2:22]4)=[O:20])[CH2:15]3)[C:11]([CH3:24])=[N:10][N:9]=2)=[CH:4][CH:3]=1.[Cl:25][C:26]1[CH:31]=[C:30]([Cl:32])[CH:29]=[CH:28][C:27]=1B(O)O. (8) Given the product [ClH:1].[F:21][C:17]1[CH:16]=[C:15]([N:7]2[C:8]3[CH:14]=[CH:13][CH:12]=[CH:11][C:9]=3[CH2:10][N:5]([CH2:4][CH2:3][CH2:2][NH:25][CH3:24])[S:6]2(=[O:23])=[O:22])[CH:20]=[CH:19][CH:18]=1, predict the reactants needed to synthesize it. The reactants are: [Cl:1][CH2:2][CH2:3][CH2:4][N:5]1[CH2:10][C:9]2[CH:11]=[CH:12][CH:13]=[CH:14][C:8]=2[N:7]([C:15]2[CH:20]=[CH:19][CH:18]=[C:17]([F:21])[CH:16]=2)[S:6]1(=[O:23])=[O:22].[CH3:24][NH2:25].Cl.